Dataset: Full USPTO retrosynthesis dataset with 1.9M reactions from patents (1976-2016). Task: Predict the reactants needed to synthesize the given product. (1) Given the product [Cl:17][C:18]1[C:19]([CH3:28])=[C:20]([S:24]([NH:1][C:2]2[S:3][CH:4]=[C:5]([C:7]3[CH:8]=[CH:9][C:10]([NH:13][C:14](=[O:16])[CH3:15])=[CH:11][CH:12]=3)[N:6]=2)(=[O:26])=[O:25])[CH:21]=[CH:22][CH:23]=1, predict the reactants needed to synthesize it. The reactants are: [NH2:1][C:2]1[S:3][CH:4]=[C:5]([C:7]2[CH:12]=[CH:11][C:10]([NH:13][C:14](=[O:16])[CH3:15])=[CH:9][CH:8]=2)[N:6]=1.[Cl:17][C:18]1[C:19]([CH3:28])=[C:20]([S:24](Cl)(=[O:26])=[O:25])[CH:21]=[CH:22][CH:23]=1. (2) The reactants are: Cl[C:2]1[C:11]2[C:6](=[CH:7][CH:8]=[CH:9][CH:10]=2)[N:5]=[C:4]([C:12]([O:14][CH2:15][CH3:16])=[O:13])[N:3]=1.[CH3:17][O:18][C:19]1[CH:24]=[CH:23][C:22]([NH:25][CH3:26])=[CH:21][CH:20]=1. Given the product [CH3:17][O:18][C:19]1[CH:24]=[CH:23][C:22]([N:25]([C:2]2[C:11]3[C:6](=[CH:7][CH:8]=[CH:9][CH:10]=3)[N:5]=[C:4]([C:12]([O:14][CH2:15][CH3:16])=[O:13])[N:3]=2)[CH3:26])=[CH:21][CH:20]=1, predict the reactants needed to synthesize it. (3) Given the product [C:52]([N:59]1[CH2:64][CH2:63][O:62][C@H:61]([CH2:65][C:66]2[CH:71]=[CH:70][CH:69]=[C:68]([CH:72]=[CH:73][C:24]3[CH:25]=[N:26][CH:27]=[CH:28][CH:29]=3)[CH:67]=2)[CH2:60]1)([O:54][C:55]([CH3:56])([CH3:58])[CH3:57])=[O:53], predict the reactants needed to synthesize it. The reactants are: C1(C)C=CC=CC=1P(C1C=CC=CC=1C)C1C=CC=CC=1C.Br[C:24]1[CH:25]=[N:26][CH:27]=[CH:28][CH:29]=1.C(N1CCO[C@H](CC2C=CC=C(CO)C=2)C1)(OC(C)(C)C)=O.[C:52]([N:59]1[CH2:64][CH2:63][O:62][C@H:61]([CH2:65][C:66]2[CH:71]=[CH:70][CH:69]=[C:68]([CH:72]=[CH2:73])[CH:67]=2)[CH2:60]1)([O:54][C:55]([CH3:58])([CH3:57])[CH3:56])=[O:53]. (4) Given the product [NH2:1][C:4]1[S:8][C:7]([C:9]2[CH:10]=[C:11]3[C:16](=[CH:17][CH:18]=2)[N:15]=[CH:14][N:13]=[C:12]3[N:19]([C:20]([O:22][C:23]([CH3:26])([CH3:25])[CH3:24])=[O:21])[C:27]([O:29][C:30]([CH3:31])([CH3:32])[CH3:33])=[O:28])=[CH:6][CH:5]=1, predict the reactants needed to synthesize it. The reactants are: [N+:1]([C:4]1[S:8][C:7]([C:9]2[CH:10]=[C:11]3[C:16](=[CH:17][CH:18]=2)[N:15]=[CH:14][N:13]=[C:12]3[N:19]([C:27]([O:29][C:30]([CH3:33])([CH3:32])[CH3:31])=[O:28])[C:20]([O:22][C:23]([CH3:26])([CH3:25])[CH3:24])=[O:21])=[CH:6][CH:5]=1)([O-])=O. (5) Given the product [C:1]([N:5]1[C:9](=[O:10])[C:8]([NH:11][CH:12]2[CH2:17][CH2:16][N:15]([CH2:27][C:28]3[CH:35]=[CH:34][C:31]([C:32]#[N:33])=[CH:30][CH:29]=3)[CH2:14][CH2:13]2)=[C:7]([C:18]2[CH:19]=[CH:20][CH:21]=[CH:22][CH:23]=2)[S:6]1(=[O:25])=[O:24])([CH3:4])([CH3:2])[CH3:3], predict the reactants needed to synthesize it. The reactants are: [C:1]([N:5]1[C:9](=[O:10])[C:8]([NH:11][CH:12]2[CH2:17][CH2:16][NH:15][CH2:14][CH2:13]2)=[C:7]([C:18]2[CH:23]=[CH:22][CH:21]=[CH:20][CH:19]=2)[S:6]1(=[O:25])=[O:24])([CH3:4])([CH3:3])[CH3:2].Br[CH2:27][C:28]1[CH:35]=[CH:34][C:31]([C:32]#[N:33])=[CH:30][CH:29]=1.C(N1CCCN2CCCN=C12)C1C=CC=CC=1. (6) The reactants are: I[C:2]1[CH:10]=[CH:9][CH:8]=[CH:7][C:3]=1[C:4]([OH:6])=[O:5].[NH2:11][C:12]1[CH:17]=[CH:16][CH:15]=[CH:14][CH:13]=1.C([O-])([O-])=O.[K+].[K+].Cl. Given the product [C:12]1([NH:11][C:2]2[CH:10]=[CH:9][CH:8]=[CH:7][C:3]=2[C:4]([OH:6])=[O:5])[CH:17]=[CH:16][CH:15]=[CH:14][CH:13]=1, predict the reactants needed to synthesize it. (7) Given the product [I-:2].[CH2:9]([N+:3]1[CH:8]=[CH:7][CH:6]=[CH:5][CH:4]=1)[CH3:10], predict the reactants needed to synthesize it. The reactants are: C[I:2].[N:3]1[CH:8]=[CH:7][CH:6]=[CH:5][CH:4]=1.[C:9](OC)(C)(C)[CH3:10].